Dataset: Peptide-MHC class I binding affinity with 185,985 pairs from IEDB/IMGT. Task: Regression. Given a peptide amino acid sequence and an MHC pseudo amino acid sequence, predict their binding affinity value. This is MHC class I binding data. (1) The peptide sequence is HEWKIPLLI. The MHC is HLA-A32:15 with pseudo-sequence HLA-A32:15. The binding affinity (normalized) is 0.273. (2) The peptide sequence is RRAARAEYL. The MHC is Mamu-B01 with pseudo-sequence Mamu-B01. The binding affinity (normalized) is 0.0481. (3) The peptide sequence is QVPLRPMTFK. The MHC is HLA-B45:01 with pseudo-sequence HLA-B45:01. The binding affinity (normalized) is 0. (4) The peptide sequence is WLSVIAFGK. The MHC is HLA-A26:03 with pseudo-sequence HLA-A26:03. The binding affinity (normalized) is 0.0847. (5) The peptide sequence is HSKKKCDDL. The MHC is HLA-B08:01 with pseudo-sequence HLA-B08:01. The binding affinity (normalized) is 0.212.